Task: Predict which catalyst facilitates the given reaction.. Dataset: Catalyst prediction with 721,799 reactions and 888 catalyst types from USPTO (1) Reactant: [CH2:1]([NH:3][C:4]([NH:6][C:7]1[NH:11][C:10]2[C:12]([C@H:27]3[CH2:31][CH2:30][CH2:29][O:28]3)=[C:13]([F:26])[C:14]([C:16]3[CH:17]=[N:18][C:19]([C:22]([OH:25])([CH3:24])[CH3:23])=[N:20][CH:21]=3)=[CH:15][C:9]=2[N:8]=1)=[O:5])[CH3:2].N1C=NN=N1.CC(N([P:44]([O:53][CH2:54][C:55]1[CH:60]=[CH:59][CH:58]=[CH:57][CH:56]=1)[O:45][CH2:46][C:47]1[CH:52]=[CH:51][CH:50]=[CH:49][CH:48]=1)C(C)C)C.C1C=C(Cl)C=C(C(OO)=[O:69])C=1. Product: [P:44]([O:25][C:22]([C:19]1[N:18]=[CH:17][C:16]([C:14]2[C:13]([F:26])=[C:12]([C@H:27]3[CH2:31][CH2:30][CH2:29][O:28]3)[C:10]3[NH:11][C:7]([NH:6][C:4]([NH:3][CH2:1][CH3:2])=[O:5])=[N:8][C:9]=3[CH:15]=2)=[CH:21][N:20]=1)([CH3:24])[CH3:23])([O:45][CH2:46][C:47]1[CH:48]=[CH:49][CH:50]=[CH:51][CH:52]=1)([O:53][CH2:54][C:55]1[CH:56]=[CH:57][CH:58]=[CH:59][CH:60]=1)=[O:69]. The catalyst class is: 3. (2) Reactant: CC1(C)CCCC(C)(C)N1.C([Li])CCC.[Br:16][C:17]1[CH:22]=[CH:21][C:20]([F:23])=[CH:19][CH:18]=1.[B:24](OC(C)C)([O:29]C(C)C)[O:25]C(C)C. Product: [Br:16][C:17]1[CH:22]=[CH:21][C:20]([F:23])=[C:19]([B:24]([OH:29])[OH:25])[CH:18]=1. The catalyst class is: 7. (3) Product: [NH2:9][CH2:8][C:6]1[NH:7][C:2](=[O:1])[C:3]2[CH2:23][O:22][CH2:21][CH2:20][C:4]=2[N:5]=1. The catalyst class is: 293. Reactant: [O:1]=[C:2]1[NH:7][C:6]([CH2:8][NH:9]C(=O)OCC2C=CC=CC=2)=[N:5][C:4]2[CH2:20][CH2:21][O:22][CH2:23][C:3]1=2. (4) Reactant: C1(P(N=[N+]=[N-])(C2C=CC=CC=2)=[O:8])C=CC=CC=1.[OH:18][C:19]1[C:24](C(O)=O)=[CH:23][CH:22]=[C:21]([CH3:28])[N:20]=1.C([N:31]([CH2:34]C)CC)C.[CH2:36]([OH:43])[C:37]1[CH:42]=[CH:41][CH:40]=[CH:39][CH:38]=1. The catalyst class is: 12. Product: [CH2:36]([O:43][C:34]([NH:31][C:24]1[C:19](=[O:18])[NH:20][C:21]([CH3:28])=[CH:22][CH:23]=1)=[O:8])[C:37]1[CH:42]=[CH:41][CH:40]=[CH:39][CH:38]=1. (5) Reactant: [NH2:1][C:2]1[CH:7]=[CH:6][C:5]([CH:8]2[CH2:13][CH2:12][N:11]([C:14]([O:16][C:17]([CH3:20])([CH3:19])[CH3:18])=[O:15])[CH2:10][CH2:9]2)=[CH:4][CH:3]=1.Br[C:22]1[C:23](=[O:30])[N:24]([CH3:29])[CH:25]=[C:26]([Br:28])[N:27]=1.C(=O)([O-])[O-].[Cs+].[Cs+].CC1(C)C2C(=C(P(C3C=CC=CC=3)C3C=CC=CC=3)C=CC=2)OC2C(P(C3C=CC=CC=3)C3C=CC=CC=3)=CC=CC1=2. Product: [Br:28][C:26]1[N:27]=[C:22]([NH:1][C:2]2[CH:7]=[CH:6][C:5]([CH:8]3[CH2:9][CH2:10][N:11]([C:14]([O:16][C:17]([CH3:20])([CH3:19])[CH3:18])=[O:15])[CH2:12][CH2:13]3)=[CH:4][CH:3]=2)[C:23](=[O:30])[N:24]([CH3:29])[CH:25]=1. The catalyst class is: 102. (6) Reactant: [H-].[Na+].[CH3:3][C:4]1[C:9]([C:10]2[CH:15]=[CH:14][CH:13]=[CH:12][CH:11]=2)=[C:8]([CH3:16])[CH:7]=[C:6]([CH3:17])[C:5]=1[C:18]1[C:19]([OH:24])=[CH:20][CH:21]=[CH:22][CH:23]=1.[P:25](Cl)([C:30]([CH3:33])([CH3:32])[CH3:31])[C:26]([CH3:29])([CH3:28])[CH3:27]. Product: [C:26]([P:25]([C:30]([CH3:33])([CH3:32])[CH3:31])[O:24][C:19]1[CH:20]=[CH:21][CH:22]=[CH:23][C:18]=1[C:5]1[C:6]([CH3:17])=[CH:7][C:8]([CH3:16])=[C:9]([C:10]2[CH:15]=[CH:14][CH:13]=[CH:12][CH:11]=2)[C:4]=1[CH3:3])([CH3:29])([CH3:28])[CH3:27]. The catalyst class is: 1. (7) Reactant: [Cl:1][C:2]1[C:9]([CH3:10])=[C:8]([Cl:11])[CH:7]=[C:4]([CH:5]=O)[C:3]=1[OH:12].[F:13][C:14]([F:23])([F:22])/[CH:15]=[CH:16]/[C:17]([O:19][CH2:20][CH3:21])=[O:18].C(N(CC)CC)C. Product: [Cl:11][C:8]1[C:9]([CH3:10])=[C:2]([Cl:1])[C:3]2[O:12][CH:15]([C:14]([F:13])([F:23])[F:22])[C:16]([C:17]([O:19][CH2:20][CH3:21])=[O:18])=[CH:5][C:4]=2[CH:7]=1. The catalyst class is: 148. (8) Reactant: [C:1]1([CH3:35])[CH:6]=[CH:5][CH:4]=[CH:3][C:2]=1[N:7]1[CH2:12][CH2:11][N:10]([NH:13][C:14]([CH:16]2[CH2:21][NH:20][CH2:19][CH2:18][N:17]2[S:22]([C:25]2[CH:30]=[CH:29][C:28]([O:31][CH3:32])=[C:27]([O:33][CH3:34])[CH:26]=2)(=[O:24])=[O:23])=[O:15])[CH2:9][CH2:8]1.C(N(CC)CC)C.[CH2:43]([O:50][CH2:51][C:52](Cl)=[O:53])[C:44]1[CH:49]=[CH:48][CH:47]=[CH:46][CH:45]=1. Product: [C:1]1([CH3:35])[CH:6]=[CH:5][CH:4]=[CH:3][C:2]=1[N:7]1[CH2:12][CH2:11][N:10]([NH:13][C:14]([CH:16]2[CH2:21][N:20]([C:52](=[O:53])[CH2:51][O:50][CH2:43][C:44]3[CH:49]=[CH:48][CH:47]=[CH:46][CH:45]=3)[CH2:19][CH2:18][N:17]2[S:22]([C:25]2[CH:30]=[CH:29][C:28]([O:31][CH3:32])=[C:27]([O:33][CH3:34])[CH:26]=2)(=[O:23])=[O:24])=[O:15])[CH2:9][CH2:8]1. The catalyst class is: 172. (9) Reactant: [CH:1]1[C:6]([NH2:7])=[CH:5][CH:4]=[C:3]([OH:8])[CH:2]=1.[F:9][C:10]([F:20])([F:19])[C:11]1[CH:18]=[CH:17][C:14]([CH2:15]O)=[CH:13][CH:12]=1.C1(P(C2C=CC=CC=2)C2C=CC=CC=2)C=CC=CC=1.N(C(OCC)=O)=NC(OCC)=O. Product: [F:9][C:10]([F:19])([F:20])[C:11]1[CH:18]=[CH:17][C:14]([CH2:15][O:8][C:3]2[CH:4]=[CH:5][C:6]([NH2:7])=[CH:1][CH:2]=2)=[CH:13][CH:12]=1. The catalyst class is: 54. (10) Reactant: [CH2:1]([NH:8][C:9]([NH:11][C:12]1[CH:17]=[CH:16][CH:15]=[CH:14][CH:13]=1)=[O:10])[C:2]1[CH:7]=[CH:6][CH:5]=[CH:4][CH:3]=1.[C:18](O)(=[O:23])[CH2:19][C:20](O)=[O:21].C(OC(=O)C)(=O)C. Product: [CH2:1]([N:8]1[C:18](=[O:23])[CH2:19][C:20](=[O:21])[N:11]([C:12]2[CH:17]=[CH:16][CH:15]=[CH:14][CH:13]=2)[C:9]1=[O:10])[C:2]1[CH:3]=[CH:4][CH:5]=[CH:6][CH:7]=1. The catalyst class is: 11.